From a dataset of Full USPTO retrosynthesis dataset with 1.9M reactions from patents (1976-2016). Predict the reactants needed to synthesize the given product. (1) Given the product [C:1]([C:5]1[CH:21]=[CH:20][C:8]([C:9]2[O:18][C:17](=[O:19])[C:13]3[S:14][CH:15]=[CH:16][C:12]=3[N:11]=2)=[CH:7][CH:6]=1)([CH3:4])([CH3:3])[CH3:2], predict the reactants needed to synthesize it. The reactants are: [C:1]([C:5]1[CH:21]=[CH:20][C:8]([C:9]([NH:11][C:12]2[CH:16]=[CH:15][S:14][C:13]=2[C:17]([OH:19])=[O:18])=O)=[CH:7][CH:6]=1)([CH3:4])([CH3:3])[CH3:2].C(Cl)(=O)C(Cl)=O. (2) Given the product [CH2:12]([C:13]([NH:16][C:17]1[CH:38]=[CH:37][C:20]([CH2:21][O:22][C:23]2[CH:24]=[C:25]3[C:30](=[CH:31][CH:32]=2)[CH2:29][CH:28]([CH2:33][N:34]([CH3:35])[CH3:36])[CH2:27][CH2:26]3)=[CH:19][CH:18]=1)=[O:14])[C:6]1[CH:11]=[CH:10][CH:9]=[CH:8][CH:7]=1, predict the reactants needed to synthesize it. The reactants are: C1COCC1.[C:6]1([CH2:12][C:13](Cl)=[O:14])[CH:11]=[CH:10][CH:9]=[CH:8][CH:7]=1.[NH2:16][C:17]1[CH:38]=[CH:37][C:20]([CH2:21][O:22][C:23]2[CH:24]=[C:25]3[C:30](=[CH:31][CH:32]=2)[CH2:29][CH:28]([CH2:33][N:34]([CH3:36])[CH3:35])[CH2:27][CH2:26]3)=[CH:19][CH:18]=1.C(=O)(O)[O-].[Na+]. (3) Given the product [Cl:29][C:23]1[CH:24]=[CH:25][C:26]([F:28])=[CH:27][C:22]=1[N:18]1[CH2:17][C:16]([CH3:30])([CH3:31])[NH:15][CH2:20][C:19]1=[O:21], predict the reactants needed to synthesize it. The reactants are: FC(F)(F)C(O)=O.C(OC([N:15]1[CH2:20][C:19](=[O:21])[N:18]([C:22]2[CH:27]=[C:26]([F:28])[CH:25]=[CH:24][C:23]=2[Cl:29])[CH2:17][C:16]1([CH3:31])[CH3:30])=O)(C)(C)C. (4) Given the product [CH3:24][O:23][C:19]1[CH:18]=[C:17]([O:25][CH3:28])[C:16]([O:7][CH3:6])=[C:15]([O:14][CH3:13])[C:20]=1[O:21][CH3:22], predict the reactants needed to synthesize it. The reactants are: I(C1C=CC=CC=1[C:6](O)=[O:7])(=O)=O.[CH3:13][O:14][C:15]1[CH:16]=[C:17]([OH:25])[CH:18]=[C:19]([O:23][CH3:24])[C:20]=1[O:21][CH3:22].[H][H].[C:28](=O)([O-])[O-].[K+].[K+].S(OC)(OC)(=O)=O. (5) Given the product [CH3:21][C:19]1[CH:20]=[C:16]([C:14]([N:11]2[CH2:10][CH2:9][N:8]([C:4]3[CH:3]=[N:31][CH:30]=[CH:29][N:28]=3)[CH2:13][CH2:12]2)=[O:15])[N:17]([C:22]2[CH:23]=[CH:24][CH:25]=[CH:26][CH:27]=2)[N:18]=1, predict the reactants needed to synthesize it. The reactants are: ClC1[CH:3]=[C:4]([N:8]2[CH2:13][CH2:12][N:11]([C:14]([C:16]3[N:17]([C:22]4[CH:27]=[CH:26][CH:25]=[CH:24][CH:23]=4)[N:18]=[C:19]([CH3:21])[CH:20]=3)=[O:15])[CH2:10][CH2:9]2)C=CC=1.[N:28]1(C2C=NC=CN=2)CC[NH:31][CH2:30][CH2:29]1. (6) Given the product [C:1]([O:5][C:6]([NH:8][C:9]1[CH:10]=[C:11]([CH2:12][OH:13])[CH:15]=[C:16]([NH:18][C:19]([O:21][C:22]([CH3:25])([CH3:24])[CH3:23])=[O:20])[CH:17]=1)=[O:7])([CH3:4])([CH3:3])[CH3:2], predict the reactants needed to synthesize it. The reactants are: [C:1]([O:5][C:6]([NH:8][C:9]1[CH:10]=[C:11]([CH:15]=[C:16]([NH:18][C:19]([O:21][C:22]([CH3:25])([CH3:24])[CH3:23])=[O:20])[CH:17]=1)[C:12](O)=[O:13])=[O:7])([CH3:4])([CH3:3])[CH3:2].O.